Task: Binary Classification. Given a drug SMILES string, predict its activity (active/inactive) in a high-throughput screening assay against a specified biological target.. Dataset: HIV replication inhibition screening data with 41,000+ compounds from the AIDS Antiviral Screen (1) The compound is CN(C)CCCC12OC(c3ccccc31)C(O)c1ccccc12. The result is 0 (inactive). (2) The molecule is COc1ccc(Cc2c3cc(OC)c(OC)cc3cc[n+]2C)cc1.[I-]. The result is 0 (inactive). (3) The molecule is COc1cc2c(cc1OC)C(Cc1ccc(Oc3cc(CC4c5cc(OC)c(OC)cc5CCN4C)ccc3O)cc1)N(C)CC2. The result is 0 (inactive). (4) The drug is COC1=CC(=O)C2C(C)C(c3ccccc3)C2(C)C1=O. The result is 0 (inactive).